From a dataset of Peptide-MHC class I binding affinity with 185,985 pairs from IEDB/IMGT. Regression. Given a peptide amino acid sequence and an MHC pseudo amino acid sequence, predict their binding affinity value. This is MHC class I binding data. (1) The peptide sequence is AVFKDSFLGK. The MHC is HLA-B53:01 with pseudo-sequence HLA-B53:01. The binding affinity (normalized) is 0.0551. (2) The peptide sequence is EVRKAIEFV. The MHC is HLA-B57:01 with pseudo-sequence HLA-B57:01. The binding affinity (normalized) is 0.0847. (3) The peptide sequence is GLFWGGIWY. The MHC is HLA-B51:01 with pseudo-sequence HLA-B51:01. The binding affinity (normalized) is 0.0847.